This data is from Full USPTO retrosynthesis dataset with 1.9M reactions from patents (1976-2016). The task is: Predict the reactants needed to synthesize the given product. The reactants are: [Cl:1][C:2]1[CH:3]=[C:4]([CH2:9][N:10]([CH3:14])[C:11](=[O:13])[CH3:12])[CH:5]=[N:6][C:7]=1Cl.[CH3:15][C@@H:16]1[CH2:21][NH:20][CH2:19][CH2:18][NH:17]1. Given the product [Cl:1][C:2]1[CH:3]=[C:4]([CH2:9][N:10]([CH3:14])[C:11](=[O:13])[CH3:12])[CH:5]=[N:6][C:7]=1[N:20]1[CH2:19][CH2:18][NH:17][C@H:16]([CH3:15])[CH2:21]1, predict the reactants needed to synthesize it.